From a dataset of Forward reaction prediction with 1.9M reactions from USPTO patents (1976-2016). Predict the product of the given reaction. (1) Given the reactants CO[C:3]([C:5]1[N:6]=[N:7][C:8]([NH:11][CH2:12][C:13]2[C:14]([C:19]3[CH:24]=[CH:23][CH:22]=[CH:21][CH:20]=3)=[N:15][O:16][C:17]=2[CH3:18])=[CH:9][CH:10]=1)=[O:4].[F:25][C:26]([F:30])([F:29])[CH2:27][NH2:28], predict the reaction product. The product is: [F:25][C:26]([F:30])([F:29])[CH2:27][NH:28][C:3]([C:5]1[N:6]=[N:7][C:8]([NH:11][CH2:12][C:13]2[C:14]([C:19]3[CH:20]=[CH:21][CH:22]=[CH:23][CH:24]=3)=[N:15][O:16][C:17]=2[CH3:18])=[CH:9][CH:10]=1)=[O:4]. (2) Given the reactants [CH2:1]([O:3][C:4]([C:6]1[CH:7]=[C:8]([C:12]2[C:13]([C:18]3[CH:23]=[C:22]([Cl:24])[CH:21]=[CH:20][C:19]=3[OH:25])=[CH:14][CH:15]=[CH:16][CH:17]=2)[CH:9]=[CH:10][CH:11]=1)=[O:5])[CH3:2].[CH2:26](O)[CH2:27][C:28]1[CH:33]=[CH:32][CH:31]=[CH:30][CH:29]=1.C1(P(C2C=CC=CC=2)C2C=CC=CC=2)C=CC=CC=1.N(C(OC(C)C)=O)=NC(OC(C)C)=O, predict the reaction product. The product is: [CH2:1]([O:3][C:4]([C:6]1[CH:7]=[C:8]([C:12]2[C:13]([C:18]3[CH:23]=[C:22]([Cl:24])[CH:21]=[CH:20][C:19]=3[O:25][CH2:26][CH2:27][C:28]3[CH:33]=[CH:32][CH:31]=[CH:30][CH:29]=3)=[CH:14][CH:15]=[CH:16][CH:17]=2)[CH:9]=[CH:10][CH:11]=1)=[O:5])[CH3:2]. (3) Given the reactants [Br-].OCCC[P+](C1C=CC=CC=1)(C1C=CC=CC=1)C1C=CC=CC=1.C[Si]([N-][Si](C)(C)C)(C)C.[Li+].[Cl:35][C:36]1[CH:37]=[C:38]2[C:42](=[CH:43][CH:44]=1)[N:41]([S:45]([C:48]1[CH:53]=[CH:52][C:51]([O:54][CH3:55])=[CH:50][C:49]=1[O:56][C:57]([F:60])([F:59])[F:58])(=[O:47])=[O:46])[C:40](=[O:61])[C:39]2([N:73]1[CH2:82][C@H:81]([OH:83])[CH2:80][C@H:74]1[C:75]([N:77]([CH3:79])[CH3:78])=[O:76])[C:62]1[CH:67]=[C:66]([CH2:68]C=O)[CH:65]=[CH:64][C:63]=1[O:71][CH3:72].[NH4+].[Cl-].[CH2:86]1[CH2:90][O:89][CH2:88][CH2:87]1, predict the reaction product. The product is: [Cl:35][C:36]1[CH:37]=[C:38]2[C:42](=[CH:43][CH:44]=1)[N:41]([S:45]([C:48]1[CH:53]=[CH:52][C:51]([O:54][CH3:55])=[CH:50][C:49]=1[O:56][C:57]([F:60])([F:58])[F:59])(=[O:47])=[O:46])[C:40](=[O:61])[C:39]2([N:73]1[CH2:82][C@H:81]([OH:83])[CH2:80][C@H:74]1[C:75]([N:77]([CH3:79])[CH3:78])=[O:76])[C:62]1[CH:67]=[C:66]([CH2:68][CH:90]=[CH:86][CH2:87][CH2:88][OH:89])[CH:65]=[CH:64][C:63]=1[O:71][CH3:72]. (4) Given the reactants [NH:1]1[C:9]2[C:4](=[CH:5][CH:6]=[CH:7][CH:8]=2)[C:3]2([C:21]3[C:12](=[CH:13][C:14]4[O:19][CH2:18][CH2:17][O:16][C:15]=4[CH:20]=3)[O:11][CH2:10]2)[C:2]1=[O:22].I[CH2:24][CH:25]1[CH2:30][O:29][CH2:28][CH2:27][O:26]1.C(=O)([O-])[O-].[Cs+].[Cs+], predict the reaction product. The product is: [O:26]1[CH2:27][CH2:28][O:29][CH2:30][CH:25]1[CH2:24][N:1]1[C:9]2[C:4](=[CH:5][CH:6]=[CH:7][CH:8]=2)[C:3]2([C:21]3[C:12](=[CH:13][C:14]4[O:19][CH2:18][CH2:17][O:16][C:15]=4[CH:20]=3)[O:11][CH2:10]2)[C:2]1=[O:22]. (5) Given the reactants [N+:1]([C:4]1[CH:9]=[CH:8][C:7]([C:10]2[NH:11][C:12]3[CH:18]=[C:17]([O:19][CH3:20])[CH:16]=[CH:15][C:13]=3[N:14]=2)=[CH:6][CH:5]=1)([O-])=O.NC1C=CC(OC)=CC=1N.[N+](C1C=CC(C(O)=O)=CC=1)([O-])=O, predict the reaction product. The product is: [NH2:1][C:4]1[CH:5]=[CH:6][C:7]([C:10]2[NH:11][C:12]3[CH:18]=[C:17]([O:19][CH3:20])[CH:16]=[CH:15][C:13]=3[N:14]=2)=[CH:8][CH:9]=1. (6) Given the reactants [F:1][C:2]1[CH:9]=[CH:8][C:5]([CH2:6][NH2:7])=[CH:4][CH:3]=1.C([O-])(O)=O.[Na+].[C:15](Cl)(=[O:17])[CH3:16], predict the reaction product. The product is: [F:1][C:2]1[CH:9]=[CH:8][C:5]([CH2:6][NH:7][C:15](=[O:17])[CH3:16])=[CH:4][CH:3]=1. (7) Given the reactants CC1C2=NC(C3C(NCC)=NC(C(C)C)=CC=3)=C(C)C=C2N(CCC)C=1.[CH:27]([C:30]1[N:35]=[C:34](OS(C(F)(F)F)(=O)=O)[C:33]([C:44]2[N:49]=[C:48]3[C:50]([CH3:58])=[CH:51][N:52]([C@@H:53]([CH3:57])[CH2:54][O:55][CH3:56])[C:47]3=[CH:46][C:45]=2[O:59][CH3:60])=[CH:32][CH:31]=1)([CH3:29])[CH3:28].[CH2:61]([NH2:63])[CH3:62], predict the reaction product. The product is: [CH2:61]([NH:63][C:34]1[C:33]([C:44]2[N:49]=[C:48]3[C:50]([CH3:58])=[CH:51][N:52]([C@@H:53]([CH3:57])[CH2:54][O:55][CH3:56])[C:47]3=[CH:46][C:45]=2[O:59][CH3:60])=[CH:32][CH:31]=[C:30]([CH:27]([CH3:29])[CH3:28])[N:35]=1)[CH3:62]. (8) Given the reactants Br[C:2]1[CH:7]=[C:6]([NH:8][CH2:9][C:10]2[CH:15]=[CH:14][CH:13]=[C:12]([Cl:16])[C:11]=2[Cl:17])[C:5]([N+:18]([O-:20])=[O:19])=[CH:4][N:3]=1.[NH2:21][CH2:22][C@@H:23]1[CH2:27][CH2:26][N:25]([C:28]([O:30][C:31]([CH3:34])([CH3:33])[CH3:32])=[O:29])[CH2:24]1.C(N(C(C)C)CC)(C)C.CS(C)=O, predict the reaction product. The product is: [Cl:17][C:11]1[C:12]([Cl:16])=[CH:13][CH:14]=[CH:15][C:10]=1[CH2:9][NH:8][C:6]1[C:5]([N+:18]([O-:20])=[O:19])=[CH:4][N:3]=[C:2]([NH:21][CH2:22][C@@H:23]2[CH2:27][CH2:26][N:25]([C:28]([O:30][C:31]([CH3:34])([CH3:33])[CH3:32])=[O:29])[CH2:24]2)[CH:7]=1. (9) Given the reactants [CH3:1][CH:2]1[CH2:8][C:7](=O)[NH:6][C:5]2[CH:10]=[CH:11][CH:12]=[CH:13][C:4]=2[NH:3]1.COC1C=CC(P2(SP(C3C=CC(OC)=CC=3)(=S)S2)=[S:23])=CC=1, predict the reaction product. The product is: [CH3:1][CH:2]1[CH2:8][C:7](=[S:23])[NH:6][C:5]2[CH:10]=[CH:11][CH:12]=[CH:13][C:4]=2[NH:3]1. (10) The product is: [CH3:1][C:2]1[C:6]([CH2:7][O:8][C:9]2[CH:10]=[CH:11][C:12]([CH2:15][C@H:16]([NH:21][C:22]3[S:23][CH:24]=[C:25]([C:27]4[CH:28]=[CH:29][CH:30]=[CH:31][CH:32]=4)[N:26]=3)[C:17]([OH:19])=[O:18])=[CH:13][CH:14]=2)=[C:5]([CH3:33])[O:4][N:3]=1. Given the reactants [CH3:1][C:2]1[C:6]([CH2:7][O:8][C:9]2[CH:14]=[CH:13][C:12]([CH2:15][C@H:16]([NH:21][C:22]3[S:23][CH:24]=[C:25]([C:27]4[CH:32]=[CH:31][CH:30]=[CH:29][CH:28]=4)[N:26]=3)[C:17]([O:19]C)=[O:18])=[CH:11][CH:10]=2)=[C:5]([CH3:33])[O:4][N:3]=1.[Li+].[OH-].Cl.O, predict the reaction product.